Dataset: Full USPTO retrosynthesis dataset with 1.9M reactions from patents (1976-2016). Task: Predict the reactants needed to synthesize the given product. (1) Given the product [F:37][C:36]([F:39])([F:38])[S:33]([NH:13][CH2:14][CH2:15][CH2:16][CH2:17][NH:18][CH2:3][C:4]1[N:9]2[CH:10]=[CH:11][N:12]=[C:8]2[CH:7]=[CH:6][CH:5]=1)(=[O:35])=[O:34], predict the reactants needed to synthesize it. The reactants are: Cl.Cl[CH2:3][C:4]1[N:9]2[CH:10]=[CH:11][N:12]=[C:8]2[CH:7]=[CH:6][CH:5]=1.[NH2:13][CH2:14][CH2:15][CH2:16][CH2:17][NH2:18].C(N(CC)CC)C.C1C=CC(N([S:33]([C:36]([F:39])([F:38])[F:37])(=[O:35])=[O:34])[S:33]([C:36]([F:39])([F:38])[F:37])(=[O:35])=[O:34])=CC=1. (2) Given the product [CH2:1]([O:5][C:6]1[N:14]=[C:13]2[C:9]([NH:10][C:11](=[O:27])[N:12]2[CH2:15][CH2:16][N:17]2[CH2:18][CH2:19][CH:20]([C:23]([OH:25])=[O:24])[CH2:21][CH2:22]2)=[C:8]([NH2:28])[N:7]=1)[CH2:2][CH2:3][CH3:4], predict the reactants needed to synthesize it. The reactants are: [CH2:1]([O:5][C:6]1[N:14]=[C:13]2[C:9]([NH:10][C:11](=[O:27])[N:12]2[CH2:15][CH2:16][N:17]2[CH2:22][CH2:21][CH:20]([C:23]([O:25]C)=[O:24])[CH2:19][CH2:18]2)=[C:8]([NH2:28])[N:7]=1)[CH2:2][CH2:3][CH3:4].[OH-].[Li+].